This data is from Forward reaction prediction with 1.9M reactions from USPTO patents (1976-2016). The task is: Predict the product of the given reaction. (1) Given the reactants [OH:1][C:2]1[C:7]([N+:8]([O-:10])=[O:9])=[CH:6][C:5](/[CH:11]=[C:12](/[C:15]2[CH:16]=[N:17][C:18]([C:21]([F:24])([F:23])[F:22])=[CH:19][CH:20]=2)\[C:13]#[N:14])=[CH:4][C:3]=1[O:25]C.[Cl-].[Al+3].[Cl-].[Cl-].N1C=CC=CC=1.Cl, predict the reaction product. The product is: [OH:25][C:3]1[CH:4]=[C:5](/[CH:11]=[C:12](/[C:15]2[CH:16]=[N:17][C:18]([C:21]([F:24])([F:22])[F:23])=[CH:19][CH:20]=2)\[C:13]#[N:14])[CH:6]=[C:7]([N+:8]([O-:10])=[O:9])[C:2]=1[OH:1]. (2) Given the reactants [CH2:1]([C:8]1[CH:9]=[N:10][C:11]2[C:16]([C:17]=1[C:18]1[CH:19]=[C:20]([NH2:24])[CH:21]=[CH:22][CH:23]=1)=[CH:15][CH:14]=[CH:13][C:12]=2[C:25]([F:28])([F:27])[F:26])[C:2]1[CH:7]=[CH:6][CH:5]=[CH:4][CH:3]=1.[Cl:29][C:30]1[C:37]([C:38]([F:41])([F:40])[F:39])=[CH:36][CH:35]=[CH:34][C:31]=1[CH:32]=O, predict the reaction product. The product is: [CH2:1]([C:8]1[CH:9]=[N:10][C:11]2[C:16]([C:17]=1[C:18]1[CH:19]=[C:20]([NH:24][CH2:32][C:31]3[CH:34]=[CH:35][CH:36]=[C:37]([C:38]([F:39])([F:41])[F:40])[C:30]=3[Cl:29])[CH:21]=[CH:22][CH:23]=1)=[CH:15][CH:14]=[CH:13][C:12]=2[C:25]([F:28])([F:26])[F:27])[C:2]1[CH:3]=[CH:4][CH:5]=[CH:6][CH:7]=1. (3) Given the reactants [CH2:1]=[C:2]1[CH2:8][N:7]([C:9]([O:11][CH2:12][CH3:13])=[O:10])[CH2:6][CH2:5][C:4]2[S:14][CH:15]=[CH:16][C:3]1=2, predict the reaction product. The product is: [CH3:1][CH:2]1[C:3]2[CH:16]=[CH:15][S:14][C:4]=2[CH2:5][CH2:6][N:7]([C:9]([O:11][CH2:12][CH3:13])=[O:10])[CH2:8]1. (4) Given the reactants [CH3:1][C:2]1[CH:3]=[C:4]([C:9]2[N:10]=[C:11]([NH2:20])[S:12][C:13]=2[C:14]2[CH:19]=[CH:18][N:17]=[CH:16][CH:15]=2)[CH:5]=[C:6]([CH3:8])[CH:7]=1.[C:21](Cl)(=[O:24])[CH2:22][CH3:23].C(=O)([O-])O.[Na+], predict the reaction product. The product is: [CH3:1][C:2]1[CH:3]=[C:4]([C:9]2[N:10]=[C:11]([NH:20][C:21](=[O:24])[CH2:22][CH3:23])[S:12][C:13]=2[C:14]2[CH:19]=[CH:18][N:17]=[CH:16][CH:15]=2)[CH:5]=[C:6]([CH3:8])[CH:7]=1. (5) Given the reactants [F:1][C:2]1[CH:7]=[CH:6][C:5]([N:8]2[C:12]([C:13]3[CH:23]=[C:22]([C:24](OC)=[O:25])[C:16]4[O:17][CH2:18][C:19](=[O:21])[NH:20][C:15]=4[CH:14]=3)=[CH:11][C:10]([C:28]([F:31])([F:30])[F:29])=[N:9]2)=[C:4]([CH3:32])[CH:3]=1.[H-].[Al+3].[Li+].[H-].[H-].[H-].O, predict the reaction product. The product is: [F:1][C:2]1[CH:7]=[CH:6][C:5]([N:8]2[C:12]([C:13]3[CH:23]=[C:22]([CH2:24][OH:25])[C:16]4[O:17][CH2:18][C:19](=[O:21])[NH:20][C:15]=4[CH:14]=3)=[CH:11][C:10]([C:28]([F:31])([F:29])[F:30])=[N:9]2)=[C:4]([CH3:32])[CH:3]=1. (6) Given the reactants [Cl:1][C:2]1[CH:41]=[CH:40][CH:39]=[C:38]([Cl:42])[C:3]=1[CH2:4][C:5]1[CH:14]=[C:13]([NH:15][C:16]2[CH:21]=[CH:20][C:19]([N:22]3[CH2:27][CH2:26][N:25](C(OC(C)(C)C)=O)[CH2:24][CH2:23]3)=[CH:18][C:17]=2[O:35][CH3:36])[C:12]2[C:11](=[O:37])[NH:10][CH:9]=[CH:8][C:7]=2[N:6]=1.FC(F)(F)C(O)=O, predict the reaction product. The product is: [Cl:42][C:38]1[CH:39]=[CH:40][CH:41]=[C:2]([Cl:1])[C:3]=1[CH2:4][C:5]1[CH:14]=[C:13]([NH:15][C:16]2[CH:21]=[CH:20][C:19]([N:22]3[CH2:27][CH2:26][NH:25][CH2:24][CH2:23]3)=[CH:18][C:17]=2[O:35][CH3:36])[C:12]2[C:11](=[O:37])[NH:10][CH:9]=[CH:8][C:7]=2[N:6]=1. (7) Given the reactants [NH2:1][C:2]1[N:3]=[N:4][CH:5]=[CH:6][C:7]=1[C@H:8]1[CH2:13][CH2:12][CH2:11][CH2:10][C@@H:9]1[O:14][C:15]1[C:20]([F:21])=[CH:19][C:18]([S:22]([N:25](CC2C=CC(OC)=CC=2OC)[C:26]2[CH:31]=[CH:30][N:29]=[CH:28][N:27]=2)(=[O:24])=[O:23])=[C:17]([F:43])[CH:16]=1.C([SiH](CC)CC)C.FC(F)(F)C(O)=O, predict the reaction product. The product is: [NH2:1][C:2]1[N:3]=[N:4][CH:5]=[CH:6][C:7]=1[C@H:8]1[CH2:13][CH2:12][CH2:11][CH2:10][C@@H:9]1[O:14][C:15]1[C:20]([F:21])=[CH:19][C:18]([S:22]([NH:25][C:26]2[CH:31]=[CH:30][N:29]=[CH:28][N:27]=2)(=[O:23])=[O:24])=[C:17]([F:43])[CH:16]=1. (8) Given the reactants [F:1][C:2]1[CH:3]=[C:4]2[C:24](=[O:25])[N:22]([CH:23]=1)[CH2:21][C@@H:20](O)[CH2:19][NH:18][C:17](=[O:27])[C:16]1=[C:28]3[N:29]=[C:10]([CH:11]=[CH:12][N:13]3[N:14]=[CH:15]1)[N:9]1[C@@H:5]2[CH2:6][CH2:7][CH2:8]1.COCCN(S(F)(F)[F:40])CCOC.C(O)C.C([O-])(O)=O.[Na+], predict the reaction product. The product is: [F:1][C:2]1[CH:3]=[C:4]2[C:24](=[O:25])[N:22]([CH:23]=1)[CH2:21][C@H:20]([F:40])[CH2:19][NH:18][C:17](=[O:27])[C:16]1=[C:28]3[N:29]=[C:10]([CH:11]=[CH:12][N:13]3[N:14]=[CH:15]1)[N:9]1[C@@H:5]2[CH2:6][CH2:7][CH2:8]1. (9) Given the reactants C(=O)([O-])[O-].[K+].[K+].[C:7]1([S:13]([N:16]2[C:20]3=[N:21][CH:22]=[C:23]([OH:25])[CH:24]=[C:19]3[CH:18]=[C:17]2[C:26]([C:33]2[CH:38]=[CH:37][C:36]([S:39]([CH3:42])(=[O:41])=[O:40])=[CH:35][CH:34]=2)=[CH:27][CH:28]2[CH2:32][CH2:31][CH2:30][CH2:29]2)(=[O:15])=[O:14])[CH:12]=[CH:11][CH:10]=[CH:9][CH:8]=1.Br[CH2:44][CH2:45][O:46][Si:47]([C:60]([CH3:63])([CH3:62])[CH3:61])([C:54]1[CH:59]=[CH:58][CH:57]=[CH:56][CH:55]=1)[C:48]1[CH:53]=[CH:52][CH:51]=[CH:50][CH:49]=1, predict the reaction product. The product is: [C:7]1([S:13]([N:16]2[C:20]3=[N:21][CH:22]=[C:23]([O:25][CH2:44][CH2:45][O:46][Si:47]([C:60]([CH3:61])([CH3:63])[CH3:62])([C:54]4[CH:59]=[CH:58][CH:57]=[CH:56][CH:55]=4)[C:48]4[CH:53]=[CH:52][CH:51]=[CH:50][CH:49]=4)[CH:24]=[C:19]3[CH:18]=[C:17]2[C:26]([C:33]2[CH:34]=[CH:35][C:36]([S:39]([CH3:42])(=[O:40])=[O:41])=[CH:37][CH:38]=2)=[CH:27][CH:28]2[CH2:32][CH2:31][CH2:30][CH2:29]2)(=[O:14])=[O:15])[CH:12]=[CH:11][CH:10]=[CH:9][CH:8]=1. (10) Given the reactants [F:1][C:2]1[CH:7]=[C:6]([F:8])[CH:5]=[CH:4][C:3]=1[C:9]1[N:10]=[C:11]2[N:15]([C:16]=1[C:17]1[CH:18]=[CH:19][C:20]3[N:21]([C:23]([C:26](=[O:28])[CH3:27])=[N:24][N:25]=3)[N:22]=1)[CH:14]=[CH:13][O:12]2.[CH2:29]1COCC1.C[Mg]Cl.[NH4+].[Cl-], predict the reaction product. The product is: [F:1][C:2]1[CH:7]=[C:6]([F:8])[CH:5]=[CH:4][C:3]=1[C:9]1[N:10]=[C:11]2[N:15]([C:16]=1[C:17]1[CH:18]=[CH:19][C:20]3[N:21]([C:23]([C:26]([OH:28])([CH3:29])[CH3:27])=[N:24][N:25]=3)[N:22]=1)[CH:14]=[CH:13][O:12]2.